Dataset: Full USPTO retrosynthesis dataset with 1.9M reactions from patents (1976-2016). Task: Predict the reactants needed to synthesize the given product. Given the product [CH3:1][O:2][C:3]1[C:4]2[N:5]([N:19]=[C:20]([C:22]3([C:25]([O:27][C:28]([CH3:31])([CH3:30])[CH3:29])=[O:26])[CH2:23][CH2:24]3)[N:21]=2)[C:6]([C:9]2[CH:10]=[C:11]3[C:15](=[CH:16][CH:17]=2)[C:14](=[O:18])[O:13][CH2:12]3)=[CH:7][CH:8]=1, predict the reactants needed to synthesize it. The reactants are: [CH3:1][O:2][C:3]1[C:4]2[N:5]([N:19]=[C:20]([C:22]3([C:25]([OH:27])=[O:26])[CH2:24][CH2:23]3)[N:21]=2)[C:6]([C:9]2[CH:10]=[C:11]3[C:15](=[CH:16][CH:17]=2)[C:14](=[O:18])[O:13][CH2:12]3)=[CH:7][CH:8]=1.[C:28](Br)([CH3:31])([CH3:30])[CH3:29].C([O-])([O-])=O.[K+].[K+].